This data is from Human liver microsome stability data. The task is: Regression/Classification. Given a drug SMILES string, predict its absorption, distribution, metabolism, or excretion properties. Task type varies by dataset: regression for continuous measurements (e.g., permeability, clearance, half-life) or binary classification for categorical outcomes (e.g., BBB penetration, CYP inhibition). Dataset: hlm. (1) The molecule is C[C@H](Cc1cccc(CC(=O)NCc2ccc(OC(F)(F)F)cc2)c1)NC[C@H](O)c1ccc(O)c(CO)c1. The result is 1 (stable in human liver microsomes). (2) The molecule is CN1C[C@@H]2C[C@H]1CN2c1cc(F)c(-c2ccnc3c(-c4cccc5[nH]ncc45)c(-c4ccncc4)nn23)c(F)c1. The result is 0 (unstable in human liver microsomes). (3) The drug is COc1cnc(-c2ncco2)c2[nH]cc(C(=O)C(=O)N3CCN(C(=O)c4ccccc4)CC3)c12. The result is 0 (unstable in human liver microsomes). (4) The molecule is COc1cnc(-c2cccnc2)c2[nH]cc(C(=O)C(=O)N3CCN(C(=O)c4ccccc4)CC3)c12. The result is 0 (unstable in human liver microsomes). (5) The drug is COc1cc2c(N3CCN(C(=O)Nc4ccc(OC(C)C)cc4)CC3)ncnc2cc1OCCCN1CCCC(F)(F)C1. The result is 1 (stable in human liver microsomes).